This data is from Full USPTO retrosynthesis dataset with 1.9M reactions from patents (1976-2016). The task is: Predict the reactants needed to synthesize the given product. (1) Given the product [O:1]([C:3]1[CH:8]=[CH:7][C:6]([C:9]2[N:18]=[C:17]([C:19]([N:29]3[CH2:28][CH2:27][C:26]4[C:31](=[CH:32][CH:33]=[C:34]([O:35][CH3:36])[C:25]=4[O:24][CH3:23])[CH2:30]3)=[O:21])[C:16]3[C:11](=[CH:12][CH:13]=[CH:14][CH:15]=3)[N:10]=2)=[CH:5][CH:4]=1)[CH3:2], predict the reactants needed to synthesize it. The reactants are: [O:1]([C:3]1[CH:8]=[CH:7][C:6]([C:9]2[N:18]=[C:17]([C:19]([OH:21])=O)[C:16]3[C:11](=[CH:12][CH:13]=[CH:14][CH:15]=3)[N:10]=2)=[CH:5][CH:4]=1)[CH3:2].Cl.[CH3:23][O:24][C:25]1[C:34]([O:35][CH3:36])=[CH:33][CH:32]=[C:31]2[C:26]=1[CH2:27][CH2:28][NH:29][CH2:30]2. (2) Given the product [Cl:19][C:20]1[CH:25]=[CH:24][CH:23]=[CH:22][C:21]=1[C:26]1[N:1]([CH2:2][C:3]2[N:8]=[C:7]([N+:9]([O-:11])=[O:10])[C:6]([O:12][CH2:13][CH2:14][OH:15])=[CH:5][CH:4]=2)[C:29]([C:31]2[CH:36]=[CH:35][C:34]([O:37][CH2:38][CH2:39][CH3:40])=[CH:33][CH:32]=2)=[CH:28][CH:27]=1, predict the reactants needed to synthesize it. The reactants are: [NH2:1][CH2:2][C:3]1[N:8]=[C:7]([N+:9]([O-:11])=[O:10])[C:6]([O:12][CH2:13][CH2:14][O:15]C(=O)C)=[CH:5][CH:4]=1.[Cl:19][C:20]1[CH:25]=[CH:24][CH:23]=[CH:22][C:21]=1[C:26](=O)[CH2:27][CH2:28][C:29]([C:31]1[CH:36]=[CH:35][C:34]([O:37][CH2:38][CH2:39][CH3:40])=[CH:33][CH:32]=1)=O.CC1C=CC(S(O)(=O)=O)=CC=1.C(Cl)(Cl)Cl. (3) Given the product [F:10][C:11]1[CH:12]=[C:13](/[CH:14]=[CH:15]/[B:4]2[O:5][C:6]([CH3:8])([CH3:7])[C:2]([CH3:9])([CH3:1])[O:3]2)[CH:16]=[CH:17][CH:18]=1, predict the reactants needed to synthesize it. The reactants are: [CH3:1][C:2]1([CH3:9])[C:6]([CH3:8])([CH3:7])[O:5][BH:4][O:3]1.[F:10][C:11]1[CH:12]=[C:13]([CH:16]=[CH:17][CH:18]=1)[CH:14]=[CH2:15].O.